This data is from Full USPTO retrosynthesis dataset with 1.9M reactions from patents (1976-2016). The task is: Predict the reactants needed to synthesize the given product. (1) The reactants are: Br[C:2]1[CH:3]=[C:4]([CH:14]([CH2:20][CH2:21][O:22][CH3:23])[C:15]([O:17][CH2:18][CH3:19])=[O:16])[CH:5]=[C:6]([Cl:13])[C:7]=1[O:8][CH2:9][CH:10]1[CH2:12][CH2:11]1.C([O-])([O-])=O.[Cs+].[Cs+].[F:30][C:31]([F:42])([F:41])[C:32]1[CH:37]=[CH:36][C:35](B(O)O)=[CH:34][CH:33]=1. Given the product [Cl:13][C:6]1[CH:5]=[C:4]([CH:14]([CH2:20][CH2:21][O:22][CH3:23])[C:15]([O:17][CH2:18][CH3:19])=[O:16])[CH:3]=[C:2]([C:35]2[CH:36]=[CH:37][C:32]([C:31]([F:42])([F:41])[F:30])=[CH:33][CH:34]=2)[C:7]=1[O:8][CH2:9][CH:10]1[CH2:12][CH2:11]1, predict the reactants needed to synthesize it. (2) Given the product [C:27]([C:29]1[C@@H:34]([C:35]2[CH:40]=[CH:39][C:38]([C:41]#[N:42])=[CH:37][CH:36]=2)[N:33]2[N:43]=[C:44]([CH2:70][NH:69][C:71](=[O:72])[O:4][CH2:1][C:23]3[CH:22]=[CH:67][CH:30]=[CH:29][CH:27]=3)[N:45]=[C:32]2[N:31]([C:57]2[CH:62]=[CH:61][CH:60]=[C:59]([C:63]([F:64])([F:65])[F:66])[CH:58]=2)[C:30]=1[CH3:67])#[N:28], predict the reactants needed to synthesize it. The reactants are: [C:1](=[O:4])([O-])[O-].[K+].[K+].C1O[CH2:23][CH2:22]OCCOCCOCCOCCOC1.CI.[C:27]([C:29]1[C@@H:34]([C:35]2[CH:40]=[CH:39][C:38]([C:41]#[N:42])=[CH:37][CH:36]=2)[N:33]2[N:43]=[C:44](NC(=O)OCC3C=CC=CC=3)[N:45]=[C:32]2[N:31]([C:57]2[CH:62]=[CH:61][CH:60]=[C:59]([C:63]([F:66])([F:65])[F:64])[CH:58]=2)[C:30]=1[CH3:67])#[N:28].C[N:69]([CH:71]=[O:72])[CH3:70]. (3) Given the product [O:13]=[C:11]([N:53]1[CH2:54][CH2:55][CH:56]([NH:59][C:60]2[CH:65]=[CH:64][CH:63]=[CH:62][C:61]=2[C:66]([F:67])([F:68])[F:69])[CH2:57][CH2:58]1)[CH2:10][NH:9][C:7]([C:4]1[CH:3]=[CH:2][C:1]([C:14]2[CH:19]=[CH:18][CH:17]=[CH:16][CH:15]=2)=[CH:6][CH:5]=1)=[O:8], predict the reactants needed to synthesize it. The reactants are: [C:1]1([C:14]2[CH:19]=[CH:18][CH:17]=[CH:16][CH:15]=2)[CH:6]=[CH:5][C:4]([C:7]([NH:9][CH2:10][C:11]([OH:13])=O)=[O:8])=[CH:3][CH:2]=1.CCN(C(C)C)C(C)C.C1C=CC2N(O)N=NC=2C=1.CCN=C=NCCCN(C)C.Cl.Cl.Cl.[NH:53]1[CH2:58][CH2:57][CH:56]([NH:59][C:60]2[CH:65]=[CH:64][CH:63]=[CH:62][C:61]=2[C:66]([F:69])([F:68])[F:67])[CH2:55][CH2:54]1. (4) The reactants are: [N+:1]([C:4]1[CH:9]=[C:8]([N+:10]([O-:12])=[O:11])[CH:7]=[CH:6][C:5]=1[N:13]=[N:14][C:15]1[C:21]([O:22][CH2:23][CH:24]([CH2:29][CH3:30])[CH2:25][CH2:26][CH2:27][CH3:28])=[CH:20][C:18]([NH2:19])=[C:17]([O:31][CH2:32][CH:33]([CH2:38][CH3:39])[CH2:34][CH2:35][CH2:36][CH3:37])[CH:16]=1)([O-:3])=[O:2].N(OS(=O)(=O)O)=O.S(=O)(=O)(O)O.[C:52]1([CH3:65])[CH:57]=[CH:56][CH:55]=[C:54]([N:58]([CH2:62][CH2:63][OH:64])[CH2:59][CH2:60][OH:61])[CH:53]=1.S(=O)(=O)(O)[NH2:67]. Given the product [N+:1]([C:4]1[CH:9]=[C:8]([N+:10]([O-:12])=[O:11])[CH:7]=[CH:6][C:5]=1/[N:13]=[N:14]/[C:15]1[C:21]([O:22][CH2:23][CH:24]([CH2:29][CH3:30])[CH2:25][CH2:26][CH2:27][CH3:28])=[CH:20][C:18](/[N:19]=[N:67]/[C:57]2[CH:56]=[CH:55][C:54]([N:58]([CH2:62][CH2:63][OH:64])[CH2:59][CH2:60][OH:61])=[CH:53][C:52]=2[CH3:65])=[C:17]([O:31][CH2:32][CH:33]([CH2:38][CH3:39])[CH2:34][CH2:35][CH2:36][CH3:37])[CH:16]=1)([O-:3])=[O:2], predict the reactants needed to synthesize it. (5) Given the product [Cl:32][C:31]1[CH:30]=[CH:29][C:20]([CH2:21][NH:22][C:23](=[O:28])[C:24]([CH3:27])([CH3:26])[CH3:25])=[CH:19][C:18]=1[N:17]=[C:1]=[S:2], predict the reactants needed to synthesize it. The reactants are: [C:1](N1C=CC=CC1=O)(N1C=CC=CC1=O)=[S:2].[NH2:17][C:18]1[CH:19]=[C:20]([CH:29]=[CH:30][C:31]=1[Cl:32])[CH2:21][NH:22][C:23](=[O:28])[C:24]([CH3:27])([CH3:26])[CH3:25]. (6) Given the product [C:1]([C:5]1[CH:25]=[CH:24][C:8]([C:9]([NH:11][C:12]2[CH:13]=[CH:14][C:15]3[S:19][C:18]([C:20]([O:22][CH3:26])=[O:21])=[N:17][C:16]=3[CH:23]=2)=[O:10])=[CH:7][CH:6]=1)([CH3:4])([CH3:2])[CH3:3], predict the reactants needed to synthesize it. The reactants are: [C:1]([C:5]1[CH:25]=[CH:24][C:8]([C:9]([NH:11][C:12]2[CH:13]=[CH:14][C:15]3[S:19][C:18]([C:20]([OH:22])=[O:21])=[N:17][C:16]=3[CH:23]=2)=[O:10])=[CH:7][CH:6]=1)([CH3:4])([CH3:3])[CH3:2].[CH3:26]O. (7) Given the product [C:26]12([C:36]([C:2]3[CH:3]=[CH:4][C:5]([C:8]4[NH:25][C:11]5[CH:12]=[N:13][C:14]([NH:16][C:17]([C:19]6[CH:24]=[CH:23][CH:22]=[CH:21][N:20]=6)=[O:18])=[CH:15][C:10]=5[N:9]=4)=[CH:6][CH:7]=3)=[O:37])[CH2:35][CH:30]3[CH2:31][CH:32]([CH2:34][CH:28]([CH2:29]3)[CH2:27]1)[CH2:33]2, predict the reactants needed to synthesize it. The reactants are: N[C:2]1[CH:7]=[CH:6][C:5]([C:8]2[NH:25][C:11]3[CH:12]=[N:13][C:14]([NH:16][C:17]([C:19]4[CH:24]=[CH:23][CH:22]=[CH:21][N:20]=4)=[O:18])=[CH:15][C:10]=3[N:9]=2)=[CH:4][CH:3]=1.[C:26]12([C:36](Cl)=[O:37])[CH2:35][CH:30]3[CH2:31][CH:32]([CH2:34][CH:28]([CH2:29]3)[CH2:27]1)[CH2:33]2.C([O-])([O-])=O.[K+].[K+].